Dataset: Full USPTO retrosynthesis dataset with 1.9M reactions from patents (1976-2016). Task: Predict the reactants needed to synthesize the given product. (1) Given the product [CH3:16][C:17]1[C:21]([C:22]2[CH:23]=[C:24]([C:12]3[C:7]([C:1]4[CH:6]=[CH:5][CH:4]=[CH:3][CH:2]=4)=[N:8][CH:9]=[CH:10][CH:11]=3)[C:25]3[N:29]=[C:28]([NH:30][S:31]([CH:34]([CH3:35])[CH3:36])(=[O:32])=[O:33])[NH:27][C:26]=3[CH:37]=2)=[C:20]([CH3:49])[O:19][N:18]=1, predict the reactants needed to synthesize it. The reactants are: [C:1]1([C:7]2[C:12](B(O)O)=[CH:11][CH:10]=[CH:9][N:8]=2)[CH:6]=[CH:5][CH:4]=[CH:3][CH:2]=1.[CH3:16][C:17]1[C:21]([C:22]2[CH:23]=[C:24](C3C(C)=CC=C4C=3C=CC=N4)[C:25]3[N:29]=[C:28]([NH:30][S:31]([CH:34]([CH3:36])[CH3:35])(=[O:33])=[O:32])[NH:27][C:26]=3[CH:37]=2)=[C:20]([CH3:49])[O:19][N:18]=1. (2) Given the product [Cl:1][C:2]1[N:3]=[C:4]([CH3:12])[C:5]([C:8]([O:10][CH3:11])=[O:9])=[N+:6]([O-:21])[CH:7]=1.[Cl:13][C:14]1[N:19]=[C:18]([C:20]([O:22][CH3:23])=[O:21])[C:17]([CH3:24])=[N+:16]([O-:26])[CH:15]=1, predict the reactants needed to synthesize it. The reactants are: [Cl:1][C:2]1[N:3]=[C:4]([CH3:12])[C:5]([C:8]([O:10][CH3:11])=[O:9])=[N:6][CH:7]=1.[Cl:13][C:14]1[N:19]=[C:18]([C:20]([O:22][CH3:23])=[O:21])[C:17]([CH3:24])=[N:16][CH:15]=1.C(N)(N)=[O:26].OO.FC(F)(F)C(OC(=O)C(F)(F)F)=O. (3) The reactants are: C[O:2][C:3]([C@@H:5]1[CH2:9][C@@H:8]([S:10]([C:13]2[CH:18]=[CH:17][C:16]([F:19])=[CH:15][C:14]=2[Cl:20])(=[O:12])=[O:11])[CH2:7][N:6]1[C:21]1[N:22]([CH:27]2[CH2:30][CH2:29][CH2:28]2)[N:23]=[C:24]([CH3:26])[CH:25]=1)=[O:4].[OH-].[Li+]. Given the product [Cl:20][C:14]1[CH:15]=[C:16]([F:19])[CH:17]=[CH:18][C:13]=1[S:10]([C@H:8]1[CH2:7][N:6]([C:21]2[N:22]([CH:27]3[CH2:30][CH2:29][CH2:28]3)[N:23]=[C:24]([CH3:26])[CH:25]=2)[C@H:5]([C:3]([OH:4])=[O:2])[CH2:9]1)(=[O:12])=[O:11], predict the reactants needed to synthesize it. (4) Given the product [F:10][C:11]1[CH:12]=[C:13]([CH:14]=[CH:15][C:16]=1[O:9][C:3]1[C:4]([CH3:8])=[CH:5][CH:6]=[CH:7][C:2]=1[CH3:1])[NH2:18], predict the reactants needed to synthesize it. The reactants are: [CH3:1][C:2]1[CH:7]=[CH:6][CH:5]=[C:4]([CH3:8])[C:3]=1[OH:9].[F:10][C:11]1[CH:12]=[C:13]([N+:18]([O-])=O)[CH:14]=[CH:15][C:16]=1F.C([O-])([O-])=O.[K+].[K+].S([O-])([O-])(=O)=O.[Na+].[Na+]. (5) The reactants are: C[C:2]1[CH:3]=[C:4]([OH:10])[C:5]([O:8][CH3:9])=[CH:6][CH:7]=1.[CH3:11][C:12]1[CH:13]=[C:14]([OH:18])[CH:15]=[CH:16][CH:17]=1.[CH3:19]OS([O-])(=O)=O.C[N+](CC)(CC)CC. Given the product [OH:10][C:4]1[C:5]([O:8][CH3:9])=[CH:6][C:7]([CH3:19])=[CH:2][C:3]=1[C:15]1[CH:16]=[CH:17][C:12]([CH3:11])=[CH:13][C:14]=1[OH:18], predict the reactants needed to synthesize it. (6) Given the product [F:1][C:2]1[C:3]([C:15]2[N:16]([CH:21]([CH3:23])[CH3:22])[C:17]([CH3:20])=[N:18][CH:19]=2)=[N:4][C:5]([NH:8][CH:9]2[CH2:10][CH2:11][N:12]([S:25]([CH2:28][CH:29]3[CH2:34][CH2:33][CH2:32][N:31]([C:35]([O:37][CH2:38][C:39]4[CH:40]=[CH:41][CH:42]=[CH:43][CH:44]=4)=[O:36])[CH2:30]3)(=[O:26])=[O:27])[CH2:13][CH2:14]2)=[N:6][CH:7]=1, predict the reactants needed to synthesize it. The reactants are: [F:1][C:2]1[C:3]([C:15]2[N:16]([CH:21]([CH3:23])[CH3:22])[C:17]([CH3:20])=[N:18][CH:19]=2)=[N:4][C:5]([NH:8][CH:9]2[CH2:14][CH2:13][NH:12][CH2:11][CH2:10]2)=[N:6][CH:7]=1.Cl[S:25]([CH2:28][CH:29]1[CH2:34][CH2:33][CH2:32][N:31]([C:35]([O:37][CH2:38][C:39]2[CH:44]=[CH:43][CH:42]=[CH:41][CH:40]=2)=[O:36])[CH2:30]1)(=[O:27])=[O:26].